Dataset: NCI-60 drug combinations with 297,098 pairs across 59 cell lines. Task: Regression. Given two drug SMILES strings and cell line genomic features, predict the synergy score measuring deviation from expected non-interaction effect. (1) Drug 1: CN(C)N=NC1=C(NC=N1)C(=O)N. Synergy scores: CSS=7.56, Synergy_ZIP=-2.47, Synergy_Bliss=-1.03, Synergy_Loewe=-0.393, Synergy_HSA=-0.479. Drug 2: C1=CN(C=N1)CC(O)(P(=O)(O)O)P(=O)(O)O. Cell line: OVCAR3. (2) Drug 1: C1C(C(OC1N2C=NC3=C(N=C(N=C32)Cl)N)CO)O. Drug 2: CCCCC(=O)OCC(=O)C1(CC(C2=C(C1)C(=C3C(=C2O)C(=O)C4=C(C3=O)C=CC=C4OC)O)OC5CC(C(C(O5)C)O)NC(=O)C(F)(F)F)O. Cell line: SF-539. Synergy scores: CSS=31.6, Synergy_ZIP=-3.09, Synergy_Bliss=-0.954, Synergy_Loewe=-7.10, Synergy_HSA=-1.23. (3) Drug 1: CS(=O)(=O)C1=CC(=C(C=C1)C(=O)NC2=CC(=C(C=C2)Cl)C3=CC=CC=N3)Cl. Drug 2: CC1=CC2C(CCC3(C2CCC3(C(=O)C)OC(=O)C)C)C4(C1=CC(=O)CC4)C. Cell line: 786-0. Synergy scores: CSS=4.47, Synergy_ZIP=-2.72, Synergy_Bliss=-2.03, Synergy_Loewe=-8.81, Synergy_HSA=-3.45. (4) Drug 1: COC1=C(C=C2C(=C1)N=CN=C2NC3=CC(=C(C=C3)F)Cl)OCCCN4CCOCC4. Drug 2: CCN(CC)CCNC(=O)C1=C(NC(=C1C)C=C2C3=C(C=CC(=C3)F)NC2=O)C. Cell line: OVCAR-8. Synergy scores: CSS=27.0, Synergy_ZIP=-3.65, Synergy_Bliss=-0.326, Synergy_Loewe=-3.50, Synergy_HSA=-2.52. (5) Drug 1: C1C(C(OC1N2C=NC3=C(N=C(N=C32)Cl)N)CO)O. Drug 2: C1CC(=O)NC(=O)C1N2C(=O)C3=CC=CC=C3C2=O. Cell line: SNB-19. Synergy scores: CSS=40.3, Synergy_ZIP=3.83, Synergy_Bliss=4.40, Synergy_Loewe=-36.1, Synergy_HSA=3.01. (6) Drug 1: C1=CC(=CC=C1CCCC(=O)O)N(CCCl)CCCl. Drug 2: C1=CC(=CC=C1C#N)C(C2=CC=C(C=C2)C#N)N3C=NC=N3. Cell line: COLO 205. Synergy scores: CSS=31.0, Synergy_ZIP=-11.1, Synergy_Bliss=-12.5, Synergy_Loewe=-14.4, Synergy_HSA=-13.5. (7) Drug 1: CC1=C(C=C(C=C1)NC(=O)C2=CC=C(C=C2)CN3CCN(CC3)C)NC4=NC=CC(=N4)C5=CN=CC=C5. Drug 2: C(CN)CNCCSP(=O)(O)O. Cell line: MCF7. Synergy scores: CSS=-11.8, Synergy_ZIP=5.94, Synergy_Bliss=1.02, Synergy_Loewe=-9.79, Synergy_HSA=-9.39. (8) Drug 2: CCN(CC)CCCC(C)NC1=C2C=C(C=CC2=NC3=C1C=CC(=C3)Cl)OC. Cell line: SW-620. Drug 1: COC1=C(C=C2C(=C1)N=CN=C2NC3=CC(=C(C=C3)F)Cl)OCCCN4CCOCC4. Synergy scores: CSS=52.8, Synergy_ZIP=5.65, Synergy_Bliss=9.75, Synergy_Loewe=9.76, Synergy_HSA=9.83.